From a dataset of Reaction yield outcomes from USPTO patents with 853,638 reactions. Predict the reaction yield, written as a fraction of the theoretical maximum amount of product (1.0 means a 100% yield; for example, 0.34 means a 34% yield). (1) The reactants are Br[C:2]1[CH:7]=[CH:6][C:5]([S:8]([N:11]([CH2:14][CH3:15])[CH2:12][CH3:13])(=[O:10])=[O:9])=[CH:4][C:3]=1[F:16].[C:17]([C:19]1[N:23]([CH3:24])[C:22](B(O)O)=[CH:21][CH:20]=1)#[N:18].[F-].[K+].C(P(C(C)(C)C)C(C)(C)C)(C)(C)C. The catalyst is C1C=CC(/C=C/C(/C=C/C2C=CC=CC=2)=O)=CC=1.C1C=CC(/C=C/C(/C=C/C2C=CC=CC=2)=O)=CC=1.C1C=CC(/C=C/C(/C=C/C2C=CC=CC=2)=O)=CC=1.[Pd].[Pd]. The product is [C:17]([C:19]1[N:23]([CH3:24])[C:22]([C:2]2[CH:7]=[CH:6][C:5]([S:8]([N:11]([CH2:14][CH3:15])[CH2:12][CH3:13])(=[O:10])=[O:9])=[CH:4][C:3]=2[F:16])=[CH:21][CH:20]=1)#[N:18]. The yield is 0.230. (2) The reactants are [CH2:1]1[C:9]2[C:4](=[CH:5][CH:6]=[CH:7][CH:8]=2)[CH2:3][CH:2]1[C:10](Cl)=[O:11].[CH3:13][CH:14]([CH3:37])[CH:15]([NH:20][C:21]([C:23]1[S:24][C:25]([C:28]2[CH:33]=[CH:32][C:31]([N+:34]([O-])=O)=[CH:30][CH:29]=2)=[CH:26][N:27]=1)=[O:22])[C:16]([O:18][CH3:19])=[O:17]. No catalyst specified. The product is [CH2:1]1[C:9]2[C:4](=[CH:5][CH:6]=[CH:7][CH:8]=2)[CH2:3][CH:2]1[C:10]([NH:34][C:31]1[CH:32]=[CH:33][C:28]([C:25]2[S:24][C:23]([C:21]([NH:20][CH:15]([CH:14]([CH3:37])[CH3:13])[C:16]([O:18][CH3:19])=[O:17])=[O:22])=[N:27][CH:26]=2)=[CH:29][CH:30]=1)=[O:11]. The yield is 0.180. (3) The reactants are [C:1]([C:3]1[CH:27]=[CH:26][C:6]([O:7][CH2:8][CH2:9][N:10]([CH2:15][CH2:16][N:17]2[CH2:24][CH:23]3[O:25][CH:19]([CH2:20][NH:21][CH2:22]3)[CH2:18]2)[S:11]([CH3:14])(=[O:13])=[O:12])=[CH:5][CH:4]=1)#[N:2].Br[CH2:29][C:30]1[CH:37]=[CH:36][CH:35]=[CH:34][C:31]=1[C:32]#[N:33].C(=O)([O-])[O-].[K+].[K+]. The catalyst is C(#N)C. The product is [C:32]([C:31]1[CH:34]=[CH:35][CH:36]=[CH:37][C:30]=1[CH2:29][N:21]1[CH2:22][CH:23]2[O:25][CH:19]([CH2:18][N:17]([CH2:16][CH2:15][N:10]([CH2:9][CH2:8][O:7][C:6]3[CH:5]=[CH:4][C:3]([C:1]#[N:2])=[CH:27][CH:26]=3)[S:11]([CH3:14])(=[O:13])=[O:12])[CH2:24]2)[CH2:20]1)#[N:33]. The yield is 0.559. (4) The reactants are [CH2:1]([N:8]1[CH:13]2[CH:14]([O:16][Si:17]([C:20]([CH3:23])([CH3:22])[CH3:21])([CH3:19])[CH3:18])[CH2:15][CH:9]1[CH2:10][C:11](=[O:24])[CH2:12]2)[C:2]1[CH:7]=[CH:6][CH:5]=[CH:4][CH:3]=1.[BH4-].[Na+]. The catalyst is CO. The product is [CH2:1]([N:8]1[CH:13]2[CH:14]([O:16][Si:17]([C:20]([CH3:22])([CH3:21])[CH3:23])([CH3:18])[CH3:19])[CH2:15][CH:9]1[CH2:10][CH:11]([OH:24])[CH2:12]2)[C:2]1[CH:3]=[CH:4][CH:5]=[CH:6][CH:7]=1. The yield is 0.900.